This data is from Reaction yield outcomes from USPTO patents with 853,638 reactions. The task is: Predict the reaction yield, written as a fraction of the theoretical maximum amount of product (1.0 means a 100% yield; for example, 0.34 means a 34% yield). (1) The reactants are CCN=C=NCCCN(C)C.C1C=CC2N(O)N=NC=2C=1.[Br:22][C:23]1[CH:28]=[CH:27][C:26]([NH:29][C:30]2[C:38]([C:39](O)=[O:40])=[C:37]3[N:33]([CH2:34][CH2:35][CH2:36]3)[C:32](=[O:42])[C:31]=2[F:43])=[C:25]([F:44])[CH:24]=1.[C:45]([O:49][C:50]([N:52]1[CH2:57][CH2:56][CH2:55][CH2:54][CH:53]1[C:58]1([OH:62])[CH2:61][NH:60][CH2:59]1)=[O:51])([CH3:48])([CH3:47])[CH3:46]. The catalyst is CN(C=O)C. The product is [C:45]([O:49][C:50]([N:52]1[CH2:57][CH2:56][CH2:55][CH2:54][CH:53]1[C:58]1([OH:62])[CH2:59][N:60]([C:39]([C:38]2[C:30]([NH:29][C:26]3[CH:27]=[CH:28][C:23]([Br:22])=[CH:24][C:25]=3[F:44])=[C:31]([F:43])[C:32](=[O:42])[N:33]3[C:37]=2[CH2:36][CH2:35][CH2:34]3)=[O:40])[CH2:61]1)=[O:51])([CH3:48])([CH3:46])[CH3:47]. The yield is 0.496. (2) The reactants are [F:1][C:2]1[C:11]2[C:6](=[C:7]([N+:12]([O-])=O)[CH:8]=[CH:9][CH:10]=2)[CH:5]=[CH:4][CH:3]=1.[OH-].[Na+]. The catalyst is CCO.[Fe]. The product is [NH2:12][C:7]1[C:6]2[C:11](=[C:2]([F:1])[CH:3]=[CH:4][CH:5]=2)[CH:10]=[CH:9][CH:8]=1. The yield is 0.800. (3) The reactants are [NH2:1][CH:2]1[CH2:10][CH2:9][C:8]2[C:4](=[CH:5][N:6]([C:11]3[S:12][C:13]([C:17]([O:19][CH2:20][CH3:21])=[O:18])=[C:14]([CH3:16])[N:15]=3)[N:7]=2)[CH2:3]1.[Cl:22][C:23]1[N:24]=[C:25]([C:30](O)=[O:31])[NH:26][C:27]=1[CH2:28][CH3:29].CCN=C=NCCCN(C)C.Cl.ON1C2C=CC=CC=2N=N1.CN1CCOCC1. No catalyst specified. The product is [Cl:22][C:23]1[N:24]=[C:25]([C:30]([NH:1][CH:2]2[CH2:10][CH2:9][C:8]3[C:4](=[CH:5][N:6]([C:11]4[S:12][C:13]([C:17]([O:19][CH2:20][CH3:21])=[O:18])=[C:14]([CH3:16])[N:15]=4)[N:7]=3)[CH2:3]2)=[O:31])[NH:26][C:27]=1[CH2:28][CH3:29]. The yield is 0.760. (4) The reactants are [CH:1]([C:4]1[CH:9]=[CH:8][CH:7]=[CH:6][N+:5]=1[O-])([CH3:3])[CH3:2].[C:11]([Si](C)(C)C)#[N:12].C(N(CC)C(Cl)=O)C.C(=O)([O-])[O-].[K+].[K+]. The catalyst is ClCCCl. The product is [C:11]([C:6]1[CH:7]=[CH:8][CH:9]=[C:4]([CH:1]([CH3:3])[CH3:2])[N:5]=1)#[N:12]. The yield is 0.740. (5) The reactants are [NH:1]1[CH2:6][CH2:5][O:4][CH2:3][CH2:2]1.CCN=C=NCCCN(C)C.C1C=CC2N(O)N=NC=2C=1.[NH2:28][C:29]1[CH:37]=[CH:36][C:32]([C:33](O)=[O:34])=[CH:31][N:30]=1. The catalyst is CCO. The product is [NH2:28][C:29]1[N:30]=[CH:31][C:32]([C:33]([N:1]2[CH2:6][CH2:5][O:4][CH2:3][CH2:2]2)=[O:34])=[CH:36][CH:37]=1. The yield is 0.300. (6) The catalyst is C1COCC1. The product is [CH2:1]([O:8][C@H:9]([C:25]([F:26])([F:28])[F:27])[C@@H:10]([NH:14][C:15]1[CH:20]=[CH:19][C:18]([C:21]#[N:22])=[C:17]([Cl:23])[C:16]=1[CH3:24])[C:11]([NH:38][NH:37][C:35](=[O:36])[C:34]1[CH:33]=[CH:32][C:31]([C:29]#[N:30])=[CH:40][CH:39]=1)=[O:12])[C:2]1[CH:7]=[CH:6][CH:5]=[CH:4][CH:3]=1. The reactants are [CH2:1]([O:8][C@H:9]([C:25]([F:28])([F:27])[F:26])[C@@H:10]([NH:14][C:15]1[CH:20]=[CH:19][C:18]([C:21]#[N:22])=[C:17]([Cl:23])[C:16]=1[CH3:24])[C:11](O)=[O:12])[C:2]1[CH:7]=[CH:6][CH:5]=[CH:4][CH:3]=1.[C:29]([C:31]1[CH:40]=[CH:39][C:34]([C:35]([NH:37][NH2:38])=[O:36])=[CH:33][CH:32]=1)#[N:30].C1C=CC2N(O)N=NC=2C=1.C(Cl)CCl.CCN(CC)CC. The yield is 0.100.